From a dataset of Full USPTO retrosynthesis dataset with 1.9M reactions from patents (1976-2016). Predict the reactants needed to synthesize the given product. Given the product [F:8][C:9]1[CH:35]=[C:34]([F:36])[CH:33]=[CH:32][C:10]=1[O:11][CH:12]1[CH2:13][CH2:14][N:15]([C:18]2[N:19]=[C:20]3[CH2:31][CH2:30][N:29]([C:49]([C:48]4[O:44][N:45]=[CH:46][CH:47]=4)=[O:50])[CH2:28][C:21]3=[N:22][C:23]=2[NH:24][CH:25]([CH3:27])[CH3:26])[CH2:16][CH2:17]1, predict the reactants needed to synthesize it. The reactants are: OC(C(F)(F)F)=O.[F:8][C:9]1[CH:35]=[C:34]([F:36])[CH:33]=[CH:32][C:10]=1[O:11][CH:12]1[CH2:17][CH2:16][N:15]([C:18]2[N:19]=[C:20]3[CH2:31][CH2:30][NH:29][CH2:28][C:21]3=[N:22][C:23]=2[NH:24][CH:25]([CH3:27])[CH3:26])[CH2:14][CH2:13]1.C(N(CC)CC)C.[O:44]1[C:48]([C:49](Cl)=[O:50])=[CH:47][CH:46]=[N:45]1.